From a dataset of Forward reaction prediction with 1.9M reactions from USPTO patents (1976-2016). Predict the product of the given reaction. (1) The product is: [ClH:33].[N:22]12[CH2:23][CH2:24][CH:25]([CH2:26][CH2:27]1)[C@@H:20]([NH:19][C:17]([C:14]1[O:15][C:16]3[C:8]([C:4]4[CH:5]=[CH:6][CH:7]=[C:2]([NH:1][C:31]([CH:28]5[CH2:30][CH2:29]5)=[O:32])[CH:3]=4)=[CH:9][CH:10]=[CH:11][C:12]=3[CH:13]=1)=[O:18])[CH2:21]2. Given the reactants [NH2:1][C:2]1[CH:3]=[C:4]([C:8]2[C:16]3[O:15][C:14]([C:17]([NH:19][C@@H:20]4[CH:25]5[CH2:26][CH2:27][N:22]([CH2:23][CH2:24]5)[CH2:21]4)=[O:18])=[CH:13][C:12]=3[CH:11]=[CH:10][CH:9]=2)[CH:5]=[CH:6][CH:7]=1.[CH:28]1([C:31]([Cl:33])=[O:32])[CH2:30][CH2:29]1.C(N(CC)CC)C.O, predict the reaction product. (2) The product is: [F:1][C:2]1[CH:7]=[CH:6][CH:5]=[CH:4][C:3]=1[N:8]1[C:16]2[C:11](=[C:12]([N:17]3[CH2:24][C@H:23]4[C@H:19]([CH2:20][NH:21][CH2:22]4)[C:18]3=[O:33])[CH:13]=[CH:14][CH:15]=2)[CH:10]=[N:9]1. Given the reactants [F:1][C:2]1[CH:7]=[CH:6][CH:5]=[CH:4][C:3]=1[N:8]1[C:16]2[C:11](=[C:12]([N:17]3[CH2:24][C@H:23]4[C@H:19]([CH2:20][N:21]([C@@H](C5C=CC=CC=5)C)[CH2:22]4)[C:18]3=[O:33])[CH:13]=[CH:14][CH:15]=2)[CH:10]=[N:9]1.ClC(OC(Cl)C)=O, predict the reaction product. (3) Given the reactants S([CH2:11][CH:12]([CH2:20][CH:21]([CH3:23])[CH3:22])[C:13](=[CH2:19])[CH2:14][Si:15]([CH3:18])([CH3:17])[CH3:16])(C1C=CC(C)=CC=1)(=O)=O.C([O-])([O-])=O.[Na+].[Na+].CN(C=O)C.[CH3:35][O:36][C:37]1[CH:38]=[C:39]2[C:44](=[CH:45][C:46]=1[O:47][CH3:48])[CH2:43][NH:42][CH2:41][CH2:40]2, predict the reaction product. The product is: [CH3:35][O:36][C:37]1[CH:38]=[C:39]2[C:44](=[CH:45][C:46]=1[O:47][CH3:48])[CH2:43][N:42]([CH2:11][CH:12]([C:13]([CH2:14][Si:15]([CH3:16])([CH3:18])[CH3:17])=[CH2:19])[CH2:20][CH:21]([CH3:22])[CH3:23])[CH2:41][CH2:40]2.